This data is from Forward reaction prediction with 1.9M reactions from USPTO patents (1976-2016). The task is: Predict the product of the given reaction. (1) Given the reactants [N:1]1([C:7]2[CH:17]=[CH:16][C:10]([C:11]([O:13][CH2:14][CH3:15])=[O:12])=[CH:9][CH:8]=2)[CH2:6][CH2:5][NH:4][CH2:3][CH2:2]1.[F:18][C:19]([F:44])([F:43])[CH2:20][NH:21][C:22]([C:24]1([CH2:38][CH2:39][CH2:40][CH2:41]Br)[C:37]2[CH:36]=[CH:35][CH:34]=[CH:33][C:32]=2[O:31][C:30]2[C:25]1=[CH:26][CH:27]=[CH:28][CH:29]=2)=[O:23], predict the reaction product. The product is: [F:44][C:19]([F:18])([F:43])[CH2:20][NH:21][C:22]([C:24]1([CH2:38][CH2:39][CH2:40][CH2:41][N:4]2[CH2:3][CH2:2][N:1]([C:7]3[CH:8]=[CH:9][C:10]([C:11]([O:13][CH2:14][CH3:15])=[O:12])=[CH:16][CH:17]=3)[CH2:6][CH2:5]2)[C:25]2[CH:26]=[CH:27][CH:28]=[CH:29][C:30]=2[O:31][C:32]2[C:37]1=[CH:36][CH:35]=[CH:34][CH:33]=2)=[O:23]. (2) Given the reactants [CH3:1][C:2]1[CH:7]=[C:6]([C:8]([CH3:10])=O)[CH:5]=[C:4]([CH3:11])[CH:3]=1.[BH4-].[Na+].[NH3:14], predict the reaction product. The product is: [CH3:1][C:2]1[CH:7]=[C:6]([CH:8]([NH2:14])[CH3:10])[CH:5]=[C:4]([CH3:11])[CH:3]=1. (3) Given the reactants [O:1]=[C:2]1[NH:11][CH2:10][C:9]2[C:4](=[CH:5][C:6]([CH:12]3[CH2:17][CH2:16][N:15](C(OC(C)(C)C)=O)[CH2:14][CH2:13]3)=[CH:7][CH:8]=2)[NH:3]1.FC(F)(F)C(O)=O, predict the reaction product. The product is: [NH:15]1[CH2:14][CH2:13][CH:12]([C:6]2[CH:5]=[C:4]3[C:9]([CH2:10][NH:11][C:2](=[O:1])[NH:3]3)=[CH:8][CH:7]=2)[CH2:17][CH2:16]1. (4) Given the reactants [CH3:1][S:2](Cl)(=[O:4])=[O:3].[OH:6][CH2:7][CH2:8][N:9]1[C:13](=[O:14])[C:12]2=[CH:15][CH:16]=[CH:17][CH:18]=[C:11]2[C:10]1=[O:19], predict the reaction product. The product is: [CH3:1][S:2]([O:6][CH2:7][CH2:8][N:9]1[C:13](=[O:14])[C:12]2=[CH:15][CH:16]=[CH:17][CH:18]=[C:11]2[C:10]1=[O:19])(=[O:4])=[O:3]. (5) Given the reactants [F-].[CH2:2]([N+](CCCC)(CCCC)CCCC)CCC.C(O[C:22]1(O[Si](C)(C)C)[CH2:24][CH2:23]1)C.[C:30]([OH:38])(=[O:37])[C:31]1[CH:36]=[CH:35][CH:34]=CC=1, predict the reaction product. The product is: [C:36]1(=[CH:31][C:30]([O:38][C:24]([CH3:2])([CH3:23])[CH3:22])=[O:37])[CH2:35][CH2:34]1. (6) The product is: [F:1][C:2]1[C:15]([NH:16][CH2:17][C:18]2[CH:23]=[C:22]([C:24]3[CH:29]=[CH:28][CH:27]=[C:26]([F:30])[CH:25]=3)[CH:21]=[CH:20][C:19]=2[F:31])=[C:14]([F:32])[CH:13]=[CH:12][C:3]=1[O:4][CH2:5][C:6]([NH:36][CH2:34][CH3:35])=[O:7]. Given the reactants [F:1][C:2]1[C:15]([NH:16][CH2:17][C:18]2[CH:23]=[C:22]([C:24]3[CH:29]=[CH:28][CH:27]=[C:26]([F:30])[CH:25]=3)[CH:21]=[CH:20][C:19]=2[F:31])=[C:14]([F:32])[CH:13]=[CH:12][C:3]=1[O:4][CH2:5][C:6](OC(C)C)=[O:7].O.[CH2:34]([NH2:36])[CH3:35], predict the reaction product. (7) Given the reactants Br[CH2:2][C:3]([O:5][CH3:6])=[O:4].[NH2:7][C@@H:8]1[CH2:10][C@H:9]1[C:11]1[CH:26]=[CH:25][C:14]([O:15][CH2:16][C:17]2[CH:24]=[CH:23][C:20]([C:21]#[N:22])=[CH:19][CH:18]=2)=[CH:13][CH:12]=1.CCN(C(C)C)C(C)C, predict the reaction product. The product is: [CH3:6][O:5][C:3](=[O:4])[CH2:2][NH:7][C@@H:8]1[CH2:10][C@H:9]1[C:11]1[CH:12]=[CH:13][C:14]([O:15][CH2:16][C:17]2[CH:24]=[CH:23][C:20]([C:21]#[N:22])=[CH:19][CH:18]=2)=[CH:25][CH:26]=1. (8) The product is: [Br:1][CH2:2][C:3]1[C:8]([C:9]2[C:10]([CH2:17][Br:34])=[N:11][C:12]([O:15][CH3:16])=[CH:13][CH:14]=2)=[CH:7][CH:6]=[CH:5][C:4]=1[N:18]1[N:27]=[CH:26][C:25]2[C:20](=[C:21]([F:32])[CH:22]=[C:23]([C:28]([CH3:30])([CH3:29])[CH3:31])[CH:24]=2)[C:19]1=[O:33]. Given the reactants [Br:1][CH2:2][C:3]1[C:8]([C:9]2[C:10]([CH3:17])=[N:11][C:12]([O:15][CH3:16])=[CH:13][CH:14]=2)=[CH:7][CH:6]=[CH:5][C:4]=1[N:18]1[N:27]=[CH:26][C:25]2[C:20](=[C:21]([F:32])[CH:22]=[C:23]([C:28]([CH3:31])([CH3:30])[CH3:29])[CH:24]=2)[C:19]1=[O:33].[Br:34]N1C(=O)CCC1=O, predict the reaction product. (9) Given the reactants [CH3:1][N:2]([CH3:36])[CH2:3][CH2:4][NH:5][C:6]([NH:8][C:9]1[CH:14]=[CH:13][C:12]([C:15]2[N:16]=[C:17]([N:30]3[CH2:35][CH2:34][O:33][CH2:32][CH2:31]3)[C:18]3[N:23]=[N:22][N:21]([CH:24]4[CH2:29][CH2:28][NH:27][CH2:26][CH2:25]4)[C:19]=3[N:20]=2)=[CH:11][CH:10]=1)=[O:7].[CH:37](=O)[CH2:38][CH2:39][CH3:40].[BH-](OC(C)=O)(OC(C)=O)OC(C)=O.[Na+].CC(O)=O, predict the reaction product. The product is: [CH2:37]([N:27]1[CH2:28][CH2:29][CH:24]([N:21]2[C:19]3[N:20]=[C:15]([C:12]4[CH:11]=[CH:10][C:9]([NH:8][C:6]([NH:5][CH2:4][CH2:3][N:2]([CH3:36])[CH3:1])=[O:7])=[CH:14][CH:13]=4)[N:16]=[C:17]([N:30]4[CH2:35][CH2:34][O:33][CH2:32][CH2:31]4)[C:18]=3[N:23]=[N:22]2)[CH2:25][CH2:26]1)[CH2:38][CH2:39][CH3:40]. (10) Given the reactants [CH3:1][C:2]([C:5]1[C:10]([F:11])=[CH:9][CH:8]=[CH:7][C:6]=1[C:12]1[C:21]2[C:16](=[CH:17][CH:18]=[CH:19][CH:20]=2)[CH:15]=[CH:14][N:13]=1)(O)[CH3:3].OS(O)(=O)=O.[OH-].[Na+], predict the reaction product. The product is: [CH3:1][C:2]1([CH3:3])[C:5]2[C:10]([F:11])=[CH:9][CH:8]=[CH:7][C:6]=2[C:12]2[N:13]=[CH:14][CH:15]=[C:16]3[CH:17]=[CH:18][CH:19]=[C:20]1[C:21]=23.